Dataset: Reaction yield outcomes from USPTO patents with 853,638 reactions. Task: Predict the reaction yield, written as a fraction of the theoretical maximum amount of product (1.0 means a 100% yield; for example, 0.34 means a 34% yield). (1) The reactants are [Cl:1][C:2]1[C:3]([N:8]2[CH2:13][CH2:12][N:11]([CH2:14][C:15]3[CH:16]=[N:17][N:18]([C:21]4[CH:26]=[CH:25][CH:24]=[CH:23][CH:22]=4)[C:19]=3[CH3:20])[CH2:10][CH2:9]2)=[N:4][CH:5]=[CH:6][N:7]=1.[C:27]([CH2:29][C:30]1[CH:35]=[CH:34][C:33](B(O)O)=[CH:32][CH:31]=1)#[N:28].C(=O)([O-])[O-].[K+].[K+]. The catalyst is CN(C)C(=O)C.O.C1C=CC([P]([Pd]([P](C2C=CC=CC=2)(C2C=CC=CC=2)C2C=CC=CC=2)([P](C2C=CC=CC=2)(C2C=CC=CC=2)C2C=CC=CC=2)[P](C2C=CC=CC=2)(C2C=CC=CC=2)C2C=CC=CC=2)(C2C=CC=CC=2)C2C=CC=CC=2)=CC=1. The product is [ClH:1].[CH3:20][C:19]1[N:18]([C:21]2[CH:26]=[CH:25][CH:24]=[CH:23][CH:22]=2)[N:17]=[CH:16][C:15]=1[CH2:14][N:11]1[CH2:12][CH2:13][N:8]([C:3]2[C:2]([C:33]3[CH:34]=[CH:35][C:30]([CH2:29][C:27]#[N:28])=[CH:31][CH:32]=3)=[N:7][CH:6]=[CH:5][N:4]=2)[CH2:9][CH2:10]1. The yield is 0.720. (2) The reactants are C(OC([N:8]1[CH2:17][CH2:16][C:15]2[C:10](=[CH:11][C:12]([NH:18][C:19]([C:21]3[CH:42]=[CH:41][C:24]([O:25][C:26]4[CH:35]=[C:34]5[C:29]([CH:30]([C:36]([OH:38])=[O:37])[CH2:31][CH2:32][O:33]5)=[CH:28][C:27]=4[C:39]#[N:40])=[CH:23][CH:22]=3)=[O:20])=[CH:13][CH:14]=2)[CH2:9]1)=O)(C)(C)C.[ClH:43]. The catalyst is O1CCOCC1. The product is [ClH:43].[C:39]([C:27]1[CH:28]=[C:29]2[C:34](=[CH:35][C:26]=1[O:25][C:24]1[CH:23]=[CH:22][C:21]([C:19](=[O:20])[NH:18][C:12]3[CH:11]=[C:10]4[C:15]([CH2:16][CH2:17][NH:8][CH2:9]4)=[CH:14][CH:13]=3)=[CH:42][CH:41]=1)[O:33][CH2:32][CH2:31][CH:30]2[C:36]([OH:38])=[O:37])#[N:40]. The yield is 0.840. (3) The reactants are [CH2:1]([O:8][C:9]1[CH:14]=[CH:13][C:12](Cl)=[C:11]([N+:16]([O-:18])=[O:17])[CH:10]=1)[C:2]1[CH:7]=[CH:6][CH:5]=[CH:4][CH:3]=1.[C:19]([O-:22])([O-])=O.[Na+].[Na+].CCO[C:28]([CH3:30])=O. The catalyst is O1CCOCC1.C1C=CC([P]([Pd]([P](C2C=CC=CC=2)(C2C=CC=CC=2)C2C=CC=CC=2)([P](C2C=CC=CC=2)(C2C=CC=CC=2)C2C=CC=CC=2)[P](C2C=CC=CC=2)(C2C=CC=CC=2)C2C=CC=CC=2)(C2C=CC=CC=2)C2C=CC=CC=2)=CC=1. The product is [CH2:1]([O:8][C:9]1[CH:14]=[CH:13][C:12]([C:30]2[CH:28]=[CH:12][C:11]([NH:16][CH:19]=[O:22])=[CH:10][CH:9]=2)=[C:11]([N+:16]([O-:18])=[O:17])[CH:10]=1)[C:2]1[CH:7]=[CH:6][CH:5]=[CH:4][CH:3]=1. The yield is 0.750. (4) The yield is 0.360. The product is [CH3:23][O:24][C:25]1[CH:26]=[C:27]2[C:32](=[CH:33][CH:34]=1)[CH:31]=[C:30]([C:2]1[N:7]=[CH:6][C:5]([C:8]([OH:10])=[O:9])=[CH:4][CH:3]=1)[CH:29]=[CH:28]2. The reactants are Br[C:2]1[N:7]=[CH:6][C:5]([C:8]([OH:10])=[O:9])=[CH:4][CH:3]=1.COCCOC.C(=O)([O-])[O-].[Na+].[Na+].[CH3:23][O:24][C:25]1[CH:26]=[C:27]2[C:32](=[CH:33][CH:34]=1)[CH:31]=[C:30](B(O)O)[CH:29]=[CH:28]2. The catalyst is O.C1C=CC([P]([Pd]([P](C2C=CC=CC=2)(C2C=CC=CC=2)C2C=CC=CC=2)([P](C2C=CC=CC=2)(C2C=CC=CC=2)C2C=CC=CC=2)[P](C2C=CC=CC=2)(C2C=CC=CC=2)C2C=CC=CC=2)(C2C=CC=CC=2)C2C=CC=CC=2)=CC=1.C(OCC)(=O)C. (5) The reactants are [F:1][C:2]1[CH:3]=[N:4][C:5]([Cl:8])=[N:6][CH:7]=1.[CH:9]([Mg]Cl)([CH3:11])[CH3:10].C(N(CC)CC)C.II. The catalyst is COCCOC.O1CCCC1. The product is [Cl:8][C:5]1[N:6]=[C:7]([CH:9]([CH3:11])[CH3:10])[C:2]([F:1])=[CH:3][N:4]=1. The yield is 0.390. (6) The reactants are [CH2:1]([O:3][C:4](=[O:33])[CH2:5][N:6]1[C:14]2[CH2:13][CH2:12][CH2:11][C@@H:10]([N:15]([S:17]([C:20]3[CH:25]=[C:24]([C:26]([F:29])([F:28])[F:27])[CH:23]=[C:22]([C:30]([CH3:32])=[CH2:31])[CH:21]=3)(=[O:19])=[O:18])[CH3:16])[C:9]=2[CH:8]=[N:7]1)[CH3:2].[N+](=[CH2:36])=[N-]. The catalyst is O1CCCC1.C(OCC)C.C([O-])(=O)C.[Pd+2].C([O-])(=O)C. The product is [CH2:1]([O:3][C:4](=[O:33])[CH2:5][N:6]1[C:14]2[CH2:13][CH2:12][CH2:11][C@@H:10]([N:15]([CH3:16])[S:17]([C:20]3[CH:25]=[C:24]([C:26]([F:27])([F:28])[F:29])[CH:23]=[C:22]([C:30]4([CH3:36])[CH2:32][CH2:31]4)[CH:21]=3)(=[O:18])=[O:19])[C:9]=2[CH:8]=[N:7]1)[CH3:2]. The yield is 0.990. (7) The catalyst is CN(C=O)C. The product is [NH2:1][C:2]1[CH:7]=[C:6]([Cl:8])[CH:5]=[CH:4][C:3]=1[S:9][CH2:11][C:12]1[N:13]=[C:14]([NH:17][C:18](=[O:24])[O:19][C:20]([CH3:22])([CH3:21])[CH3:23])[S:15][CH:16]=1. The reactants are [NH2:1][C:2]1[CH:7]=[C:6]([Cl:8])[CH:5]=[CH:4][C:3]=1[SH:9].Cl[CH2:11][C:12]1[N:13]=[C:14]([NH:17][C:18](=[O:24])[O:19][C:20]([CH3:23])([CH3:22])[CH3:21])[S:15][CH:16]=1.C([O-])([O-])=O.[K+].[K+]. The yield is 0.670.